From a dataset of Peptide-MHC class II binding affinity with 134,281 pairs from IEDB. Regression. Given a peptide amino acid sequence and an MHC pseudo amino acid sequence, predict their binding affinity value. This is MHC class II binding data. (1) The binding affinity (normalized) is 0.148. The MHC is DRB1_0404 with pseudo-sequence DRB1_0404. The peptide sequence is MTDPHAMRDMAGRFE. (2) The MHC is DRB1_1201 with pseudo-sequence DRB1_1201. The peptide sequence is AAEQLWVTVYYGVPVWK. The binding affinity (normalized) is 0.266.